This data is from Forward reaction prediction with 1.9M reactions from USPTO patents (1976-2016). The task is: Predict the product of the given reaction. (1) Given the reactants [Br:1][C:2]1[CH:3]=[C:4]([OH:9])[CH:5]=[C:6]([F:8])[CH:7]=1.[CH3:10][CH:11]([CH2:14]O)[CH2:12][OH:13].C1(P(C2C=CC=CC=2)C2C=CC=CC=2)C=CC=CC=1.N(C(OC(C)C)=O)=NC(OC(C)C)=O, predict the reaction product. The product is: [Br:1][C:2]1[CH:3]=[C:4]([CH:5]=[C:6]([F:8])[CH:7]=1)[O:9][CH2:10][CH:11]([CH3:14])[CH2:12][OH:13]. (2) Given the reactants [F:1][C:2]1[CH:22]=[CH:21][C:5]([C:6]([NH:8][CH:9]2[CH2:17][C:16]3[C:11](=[CH:12][CH:13]=[C:14]([N+:18]([O-])=O)[CH:15]=3)[CH2:10]2)=[O:7])=[CH:4][CH:3]=1, predict the reaction product. The product is: [NH2:18][C:14]1[CH:15]=[C:16]2[C:11](=[CH:12][CH:13]=1)[CH2:10][CH:9]([NH:8][C:6](=[O:7])[C:5]1[CH:21]=[CH:22][C:2]([F:1])=[CH:3][CH:4]=1)[CH2:17]2. (3) Given the reactants [Cl:1][C:2]1[CH:7]=[CH:6][C:5]([C:8]2[CH:13]=[N:12][N:11]3[C:14](=[O:17])[NH:15][N:16]=[C:10]3[C:9]=2[C:18]2[CH:23]=[CH:22][C:21]([Cl:24])=[CH:20][CH:19]=2)=[CH:4][CH:3]=1.C([O-])([O-])=O.[K+].[K+].Br[CH2:32][C:33]1[CH:38]=[CH:37][C:36]([C:39]#[N:40])=[CH:35][CH:34]=1, predict the reaction product. The product is: [Cl:1][C:2]1[CH:7]=[CH:6][C:5]([C:8]2[CH:13]=[N:12][N:11]3[C:14](=[O:17])[N:15]([CH2:32][C:33]4[CH:38]=[CH:37][C:36]([C:39]#[N:40])=[CH:35][CH:34]=4)[N:16]=[C:10]3[C:9]=2[C:18]2[CH:23]=[CH:22][C:21]([Cl:24])=[CH:20][CH:19]=2)=[CH:4][CH:3]=1. (4) Given the reactants [Br:1][C:2]1[CH:19]=[CH:18][C:5]([O:6][CH:7]2[CH2:10][N:9](C(OC(C)(C)C)=O)[CH2:8]2)=[CH:4][CH:3]=1.C(O)(C(F)(F)F)=O, predict the reaction product. The product is: [Br:1][C:2]1[CH:19]=[CH:18][C:5]([O:6][CH:7]2[CH2:8][NH:9][CH2:10]2)=[CH:4][CH:3]=1. (5) Given the reactants [Cl:1][C:2]1[C:10]([Cl:11])=[CH:9][CH:8]=[CH:7][C:3]=1[C:4]([OH:6])=O.Cl[C:13]1[C:21](C(F)(F)F)=[CH:20][CH:19]=[CH:18][C:14]=1C(O)=O.N1C=CC=CC=1[N:32]1[C:40]2[CH:39]=[CH:38][N:37]=[CH:36][C:35]=2[N:34]=[CH:33]1, predict the reaction product. The product is: [Cl:1][C:2]1[C:10]([Cl:11])=[CH:9][CH:8]=[CH:7][C:3]=1[C:4]([N:37]1[CH2:38][CH2:39][C:40]2[N:32]([C:13]3[CH:14]=[CH:18][CH:19]=[CH:20][CH:21]=3)[CH:33]=[N:34][C:35]=2[CH2:36]1)=[O:6]. (6) Given the reactants [CH3:1][C:2]1[CH:3]=[C:4]([CH:6]=[CH:7][C:8]=1[N+:9]([O-:11])=[O:10])N.[BrH:12].N([O-])=O.[Na+], predict the reaction product. The product is: [Br:12][C:4]1[CH:6]=[CH:7][C:8]([N+:9]([O-:11])=[O:10])=[C:2]([CH3:1])[CH:3]=1. (7) Given the reactants [CH3:1][N:2]([CH3:25])[S:3]([C:6]1[CH:11]=[CH:10][C:9]([C:12]2[CH:17]=[CH:16][C:15]([NH2:18])=[C:14]([C:19]3[CH2:24][CH2:23][CH2:22][CH2:21][CH:20]=3)[CH:13]=2)=[CH:8][CH:7]=1)(=[O:5])=[O:4].[K+].[C:27]([C:29]1[N:30]=[C:31]([C:42]([O-])=[O:43])[N:32]([CH2:34][O:35][CH2:36][CH2:37][Si:38]([CH3:41])([CH3:40])[CH3:39])[CH:33]=1)#[N:28].C1CN([P+](Br)(N2CCCC2)N2CCCC2)CC1.F[P-](F)(F)(F)(F)F.CCN(C(C)C)C(C)C, predict the reaction product. The product is: [C:19]1([C:14]2[CH:13]=[C:12]([C:9]3[CH:8]=[CH:7][C:6]([S:3](=[O:4])(=[O:5])[N:2]([CH3:25])[CH3:1])=[CH:11][CH:10]=3)[CH:17]=[CH:16][C:15]=2[NH:18][C:42]([C:31]2[N:32]([CH2:34][O:35][CH2:36][CH2:37][Si:38]([CH3:41])([CH3:40])[CH3:39])[CH:33]=[C:29]([C:27]#[N:28])[N:30]=2)=[O:43])[CH2:24][CH2:23][CH2:22][CH2:21][CH:20]=1. (8) Given the reactants [CH:1]1([NH:4][CH2:5][CH2:6][OH:7])[CH2:3][CH2:2]1.C(N(CC)CC)C.[CH3:15][O:16][C:17]1[CH:22]=[C:21]([CH3:23])[C:20]([S:24](Cl)(=[O:26])=[O:25])=[C:19]([CH3:28])[CH:18]=1, predict the reaction product. The product is: [CH:1]1([N:4]([CH2:5][CH2:6][OH:7])[S:24]([C:20]2[C:21]([CH3:23])=[CH:22][C:17]([O:16][CH3:15])=[CH:18][C:19]=2[CH3:28])(=[O:26])=[O:25])[CH2:3][CH2:2]1. (9) Given the reactants [CH3:1][C:2]1[CH:7]=[CH:6][CH:5]=[C:4]([C:8]2[CH:13]=[C:12]([CH3:14])[CH:11]=[C:10]([CH3:15])[CH:9]=2)[C:3]=1[C:16]([OH:18])=O.C([O-])([O-])=O.[K+].[K+], predict the reaction product. The product is: [CH3:14][C:12]1[C:13]2[C:16](=[O:18])[C:3]3[C:4](=[CH:5][CH:6]=[CH:7][C:2]=3[CH3:1])[C:8]=2[CH:9]=[C:10]([CH3:15])[CH:11]=1.